Predict the product of the given reaction. From a dataset of Forward reaction prediction with 1.9M reactions from USPTO patents (1976-2016). (1) Given the reactants [N+:1]([C:4]1[C:12]([NH2:13])=[CH:11][CH:10]=[C:9]2[C:5]=1[CH2:6][CH2:7][CH2:8]2)([O-])=[O:2].[N:14]#[C:15][NH2:16].[CH]Cl.[OH-].[Na+], predict the reaction product. The product is: [N+:1]1([O-:2])[C:4]2[C:5]3[CH2:6][CH2:7][CH2:8][C:9]=3[CH:10]=[CH:11][C:12]=2[N:13]=[C:15]([NH2:16])[N:14]=1. (2) Given the reactants Br[CH:2]([CH3:18])[CH2:3][N:4]([N:13]1[CH:17]=[N:16][N:15]=[CH:14]1)[C:5]1[CH:12]=[CH:11][C:8]([C:9]#[N:10])=[CH:7][CH:6]=1.[OH:19][C:20]1[CH:25]=[CH:24][C:23]([SH:26])=[CH:22][CH:21]=1.C(=O)([O-])[O-].[K+].[K+].C(OCC)(=O)C, predict the reaction product. The product is: [OH:19][C:20]1[CH:25]=[CH:24][C:23]([S:26][CH2:18][CH2:2][CH2:3][N:4]([N:13]2[CH:17]=[N:16][N:15]=[CH:14]2)[C:5]2[CH:12]=[CH:11][C:8]([C:9]#[N:10])=[CH:7][CH:6]=2)=[CH:22][CH:21]=1. (3) Given the reactants C(=O)([O-])[O-].[K+].[K+].[C:7]1(B(O)O)[CH:12]=[CH:11][CH:10]=[CH:9][CH:8]=1.Br[C:17]1[CH:18]=[CH:19][C:20]2[N:21]([C:31]3[CH:32]=[C:33]([CH:36]=[CH:37][CH:38]=3)[C:34]#[N:35])[C:22]3[C:27]([C:28]=2[CH:29]=1)=[CH:26][C:25](Br)=[CH:24][CH:23]=3.P(C(C)(C)C)(C(C)(C)C)C(C)(C)C.[C:52]1(C)[CH:57]=[CH:56][CH:55]=[CH:54][CH:53]=1, predict the reaction product. The product is: [C:7]1([C:17]2[CH:18]=[CH:19][C:20]3[N:21]([C:31]4[CH:32]=[C:33]([CH:36]=[CH:37][CH:38]=4)[C:34]#[N:35])[C:22]4[C:27]([C:28]=3[CH:29]=2)=[CH:26][C:25]([C:52]2[CH:57]=[CH:56][CH:55]=[CH:54][CH:53]=2)=[CH:24][CH:23]=4)[CH:12]=[CH:11][CH:10]=[CH:9][CH:8]=1. (4) Given the reactants [CH2:1]([C:4]1[CH:5]=[C:6]([CH:12]=[CH:13][C:14]=1[O:15][CH3:16])[C:7]([O:9]CC)=[O:8])[CH:2]=[CH2:3].[OH-].[Na+].Cl, predict the reaction product. The product is: [CH2:1]([C:4]1[CH:5]=[C:6]([CH:12]=[CH:13][C:14]=1[O:15][CH3:16])[C:7]([OH:9])=[O:8])[CH:2]=[CH2:3]. (5) The product is: [Br:1][C:2]1[CH:3]=[CH:4][C:5]([C@H:8]([CH2:9][N+:10]([O-:12])=[O:11])[C@H:14]([CH:15]([CH3:17])[CH3:16])[CH:13]=[O:18])=[CH:6][CH:7]=1. Given the reactants [Br:1][C:2]1[CH:7]=[CH:6][C:5](/[CH:8]=[CH:9]/[N+:10]([O-:12])=[O:11])=[CH:4][CH:3]=1.[CH:13](=[O:18])[CH2:14][CH:15]([CH3:17])[CH3:16].CC(O)C.CCCCCC, predict the reaction product. (6) The product is: [CH3:18][CH2:19][CH2:10][CH:11]([CH3:16])[CH3:12].[Cl:1][C:2]1[N:7]=[C:6]([NH:9][C:10]2[CH:19]=[CH:18][CH:17]=[CH:16][C:11]=2[C:12]([O:14][CH3:15])=[O:13])[CH:5]=[CH:4][N:3]=1. Given the reactants [Cl:1][C:2]1[N:7]=[C:6](Cl)[CH:5]=[CH:4][N:3]=1.[NH2:9][C:10]1[CH:19]=[CH:18][CH:17]=[CH:16][C:11]=1[C:12]([O:14][CH3:15])=[O:13].N1C(C)=CC=CC=1C, predict the reaction product. (7) Given the reactants C[O:2][C:3]1[CH:11]=[CH:10][C:9]2[C:5](=[CH:6][N:7]([C:12]3[CH:25]=[CH:24][C:15]([O:16][CH2:17][C@@H:18]([NH:20][C:21](=[O:23])[CH3:22])[CH3:19])=[CH:14][CH:13]=3)[N:8]=2)[CH:4]=1.BrB(Br)Br.C(=O)([O-])O.[Na+], predict the reaction product. The product is: [OH:2][C:3]1[CH:11]=[CH:10][C:9]2[C:5](=[CH:6][N:7]([C:12]3[CH:13]=[CH:14][C:15]([O:16][CH2:17][C@@H:18]([NH:20][C:21](=[O:23])[CH3:22])[CH3:19])=[CH:24][CH:25]=3)[N:8]=2)[CH:4]=1.